From a dataset of Reaction yield outcomes from USPTO patents with 853,638 reactions. Predict the reaction yield, written as a fraction of the theoretical maximum amount of product (1.0 means a 100% yield; for example, 0.34 means a 34% yield). The reactants are [C:1]([O:5][C:6]([NH:8][CH2:9][C:10]1([C:15](OC)=[O:16])[CH2:14][CH2:13][CH2:12][CH2:11]1)=[O:7])([CH3:4])([CH3:3])[CH3:2].[H-].C([Al+]CC(C)C)C(C)C.CCOCC. The product is [OH:16][CH2:15][C:10]1([CH2:9][NH:8][C:6](=[O:7])[O:5][C:1]([CH3:3])([CH3:2])[CH3:4])[CH2:14][CH2:13][CH2:12][CH2:11]1. The catalyst is C1COCC1.C(Cl)Cl. The yield is 0.770.